This data is from Reaction yield outcomes from USPTO patents with 853,638 reactions. The task is: Predict the reaction yield, written as a fraction of the theoretical maximum amount of product (1.0 means a 100% yield; for example, 0.34 means a 34% yield). The reactants are C([O:3][C:4](=[O:18])[CH2:5][N:6]1[CH:10]=[C:9]([C:11]2[CH:16]=[CH:15][CH:14]=[C:13]([OH:17])[CH:12]=2)[N:8]=[N:7]1)C.[OH-].[Na+]. The catalyst is CO.O. The product is [OH2:3].[OH:17][C:13]1[CH:12]=[C:11]([C:9]2[N:8]=[N:7][N:6]([CH2:5][C:4]([OH:18])=[O:3])[CH:10]=2)[CH:16]=[CH:15][CH:14]=1. The yield is 0.990.